From a dataset of Drug-target binding data from BindingDB using Kd measurements. Regression. Given a target protein amino acid sequence and a drug SMILES string, predict the binding affinity score between them. We predict pKd (pKd = -log10(Kd in M); higher means stronger binding). Dataset: bindingdb_kd. (1) The drug is COc1ccc(COc2ccc(Cc3cnc(N)nc3N)cc2OC)cc1. The target protein (Q8NFD2) has sequence MAADPTELRLGSLPVFTRDDFEGDWRLVASGGFSQVFQARHRRWRTEYAIKCAPCLPPDAASSDVNYLIEEAAKMKKIKFQHIVSIYGVCKQPLGIVMEFMANGSLEKVLSTHSLCWKLRFRIIHETSLAMNFLHSIKPPLLHLDLKPGNILLDSNMHVKISDFGLSKWMEQSTRMQYIERSALRGMLSYIPPEMFLESNKAPGPKYDVYSFAIVIWELLTQKKPYSGFNMMMIIIRVAAGMRPSLQPVSDQWPSEAQQMVDLMKRCWDQDPKKRPCFLDITIETDILLSLLQSRVAVPESKALARKVSCKLSLRQPGEVNEDISQELMDSDSGNYLKRALQLSDRKNLVPRDEELCIYENKVTPLHFLVAQGSVEQVRLLLAHEVDVDCQTASGYTPLLIAAQDQQPDLCALLLAHGADANRVDEDGWAPLHFAAQNGDDGTARLLLDHGACVDAQEREGWTPLHLAAQNNFENVARLLVSRQADPNLHEAEGKTPLHV.... The pKd is 5.0. (2) The drug is COc1cc2c(Oc3ccc(NC(=O)C4(C(=O)NC5=CCC(F)C=C5)CC4)cc3F)ccnc2cc1OCCCN1CCOCC1. The target is PFCDPK1(Pfalciparum). The pKd is 6.6. (3) The drug is NC(=O)c1ccc[n+]([C@@H]2O[C@H](COP(=O)([O-])OP(=O)(O)OC[C@H]3O[C@@H](n4cnc5c(N)ncnc54)[C@H](O)[C@@H]3O)[C@@H](O)[C@H]2O)c1. The target protein sequence is MGSSHLLNKGLPLGVRPPIMNGPLHPRPLVALLDGRDCTVEMPILKDVATVAFCDAQSTQEIHEKVLNEAVGALMYHTITLTREDLEKFKALRIIVRIGSGFDNIDIKSAGDLGIAVCNVPAASVEETADSTLCHILNLYRRATWLHQALREGTRVQSVEQIREVASGAARIRGETLGIIGLGRVGQAVALRAKAFGFNVLFYDPYLSDGVERALGLQRVSTLQDLLFHSDCVTLHCGLNEHNHHLINDFTVKQMRQGAFLVNTAQGGLVDEKALAQALKEGRIRGAALDVHESEPFSFSQGPLKDAPNLICTPHAAWYSEQASIEMREEAAREIRRAITGRIPDSLKNCVNKDHLTAATHWASMDPAVVHPELNGAAYRYPPGVVGVAPTGIPAAVEGIVPSAMSLSHGLPPVAHPPHAPSPGQTVKPEADRDHASDQL. The pKd is 5.8. (4) The small molecule is C[C@]12O[C@H](C[C@]1(O)CO)n1c3ccccc3c3c4c(c5c6ccccc6n2c5c31)CNC4=O. The target is PFCDPK1(Pfalciparum). The pKd is 8.2. (5) The drug is Brc1ccc(C2CC3CCC2N3)cc1. The target protein (P43144) has sequence MNRPHSCLSFCWMYFAASGIRAVETANGKYAQKLFSDLFEDYSSALRPVEDTDAVLNVTLQVTLSQIKDMDERNQILTAYLWIRQTWHDAYLTWDRDQYDRLDSIRIPSDLVWRPDIVLYNKADDESSEPVNTNVVLRYDGLITWDSPAITKSSCVVDVTYFPFDSQQCNLTFGSWTYNGNQVDIFNALDSGDLSDFIEDVEWEVHGMPAVKNVISYGCCSEPYPDVTFTLLLKRRSSFYIVNLLIPCVLISFLAPLSFYLPAASGEKVSLGVTILLAMTVFQLMVAEIMPASENVPLIGKYYIATMALITASTALTIMVMNIHFCGAEARPVPHWAKVVILKYMSRILFVYDVGESCLSPRHSQEPEQVTKVYSKLPESNLKTSRNKDLSRKKEVRKLLKNDLGYQGGIPQNTDSYCARYEALTKNIEYIAKCLKDHKATNSKGSEWKKVAKVIDRFFMWIFFAMVFVMTVLIIARAD. The pKd is 9.8. (6) The target protein (Q63T71) has sequence MDFRIGQGYDVHQLVPGRPLIIGGVTIPYERGLLGHSDADVLLHAITDALFGAAALGDIGRHFSDTDPRFKGADSRALLRECASRVAQAGFAIRNVDSTIIAQAPKLAPHIDAMRANIAADLDLPLDRVNVKAKTNEKLGYLGRGEGIEAQAAALVVREAAA. The pKd is 3.8. The drug is Nc1ccn([C@@H]2O[C@H](CNC(=O)Cc3cn4ccsc4n3)[C@@H](O)[C@H]2O)c(=O)n1.